From a dataset of Full USPTO retrosynthesis dataset with 1.9M reactions from patents (1976-2016). Predict the reactants needed to synthesize the given product. (1) Given the product [C:23]([C:21]1[CH:22]=[C:17]([NH:16][C:15]([NH:34][C:35]2[C:44]3[C:39](=[CH:40][CH:41]=[CH:42][CH:43]=3)[C:38]([O:45][C:46]3[CH:51]=[CH:50][N:49]=[C:48]([NH:52][C:53]4[CH:69]=[C:68]([C:70]#[C:71][Si:72]([CH:79]([CH3:81])[CH3:80])([CH:73]([CH3:74])[CH3:75])[CH:76]([CH3:77])[CH3:78])[CH:67]=[C:55]([C:56](=[O:57])[NH:58][CH2:59][CH2:60][N:61]5[CH2:66][CH2:65][O:64][CH2:63][CH2:62]5)[CH:54]=4)[CH:47]=3)=[CH:37][CH:36]=2)=[O:33])[C:18]([O:31][CH3:32])=[C:19]([CH:20]=1)[C:27]([NH:28][CH3:29])=[O:30])([CH3:24])([CH3:25])[CH3:26], predict the reactants needed to synthesize it. The reactants are: C(N(CC)CC)C.C1(O[C:15](=[O:33])[NH:16][C:17]2[CH:22]=[C:21]([C:23]([CH3:26])([CH3:25])[CH3:24])[CH:20]=[C:19]([C:27](=[O:30])[NH:28][CH3:29])[C:18]=2[O:31][CH3:32])C=CC=CC=1.[NH2:34][C:35]1[C:44]2[C:39](=[CH:40][CH:41]=[CH:42][CH:43]=2)[C:38]([O:45][C:46]2[CH:51]=[CH:50][N:49]=[C:48]([NH:52][C:53]3[CH:54]=[C:55]([CH:67]=[C:68]([C:70]#[C:71][Si:72]([CH:79]([CH3:81])[CH3:80])([CH:76]([CH3:78])[CH3:77])[CH:73]([CH3:75])[CH3:74])[CH:69]=3)[C:56]([NH:58][CH2:59][CH2:60][N:61]3[CH2:66][CH2:65][O:64][CH2:63][CH2:62]3)=[O:57])[CH:47]=2)=[CH:37][CH:36]=1. (2) The reactants are: Br[C:2]1[O:6][C:5]([C:7]([NH2:9])=[O:8])=[CH:4][CH:3]=1.[C:10]([C:14]1[CH:15]=[C:16]2[C:21](=[C:22]([F:24])[CH:23]=1)[C:20](=[O:25])[N:19]([C:26]1[CH:36]=[CH:35][CH:34]=[C:33](B3OC(C)(C)C(C)(C)O3)[C:27]=1[CH2:28][O:29][C:30](=[O:32])[CH3:31])[N:18]=[CH:17]2)([CH3:13])([CH3:12])[CH3:11].CC(C1C=C(C(C)C)C(C2C=CC=CC=2P(C2CCCCC2)C2CCCCC2)=C(C(C)C)C=1)C.P([O-])([O-])([O-])=O.[K+].[K+].[K+]. Given the product [C:10]([C:14]1[CH:15]=[C:16]2[C:21](=[C:22]([F:24])[CH:23]=1)[C:20](=[O:25])[N:19]([C:26]1[CH:36]=[CH:35][CH:34]=[C:33]([C:2]3[O:6][C:5]([C:7](=[O:8])[NH2:9])=[CH:4][CH:3]=3)[C:27]=1[CH2:28][O:29][C:30](=[O:32])[CH3:31])[N:18]=[CH:17]2)([CH3:11])([CH3:12])[CH3:13], predict the reactants needed to synthesize it. (3) Given the product [Cl:24][CH2:23][O:15][C:14](=[O:16])[C:13]([CH3:18])([CH3:17])[CH2:12][O:11][CH2:10][O:9][CH3:8], predict the reactants needed to synthesize it. The reactants are: P([O-])([O-])(O)=O.[K+].[K+].[CH3:8][O:9][CH2:10][O:11][CH2:12][C:13]([CH3:18])([CH3:17])[C:14]([OH:16])=[O:15].S(Cl)(O[CH2:23][Cl:24])(=O)=O.